This data is from Forward reaction prediction with 1.9M reactions from USPTO patents (1976-2016). The task is: Predict the product of the given reaction. (1) Given the reactants [CH:1]1[CH:6]=[C:5]([Cl:7])[C:4]([Cl:8])=[C:3]([C:9]2[N:14]=[N:13][C:12]([NH2:15])=[N:11][C:10]=2[NH2:16])[CH:2]=1.[OH-].[Na+], predict the reaction product. The product is: [CH:1]1[CH:6]=[C:5]([Cl:7])[C:4]([Cl:8])=[C:3]([C:9]2[N:14]=[N:13][C:12]([NH2:15])=[N:11][C:10]=2[NH2:16])[CH:2]=1.[ClH:7]. (2) Given the reactants [Cl:1][C:2]1[CH:7]=[CH:6][C:5]([OH:8])=[CH:4][CH:3]=1.[Cl:9][CH2:10][C:11]([CH3:13])=[CH2:12].S(=O)(=O)(O)O, predict the reaction product. The product is: [Cl:1][C:2]1[CH:7]=[CH:6][C:5]([OH:8])=[C:4]([C:11]([CH3:13])([CH3:12])[CH2:10][Cl:9])[CH:3]=1. (3) Given the reactants [Cl:1][C:2]1[CH:7]=[C:6]([N+:8]([O-])=O)[CH:5]=[C:4]([Cl:11])[C:3]=1[NH:12][C:13](=[O:28])[C:14]1[CH:19]=[CH:18][C:17]([O:20][CH3:21])=[C:16]([O:22][CH:23]2[CH2:27][CH2:26][CH2:25][CH2:24]2)[CH:15]=1.C(=O)([O-])[O-].[Na+].[Na+], predict the reaction product. The product is: [Cl:1][C:2]1[CH:7]=[C:6]([NH2:8])[CH:5]=[C:4]([Cl:11])[C:3]=1[NH:12][C:13](=[O:28])[C:14]1[CH:19]=[CH:18][C:17]([O:20][CH3:21])=[C:16]([O:22][CH:23]2[CH2:24][CH2:25][CH2:26][CH2:27]2)[CH:15]=1. (4) Given the reactants [NH2:1][C:2]1[CH:7]=[CH:6][C:5]([S:8][C:9]2[C:18]3[C:13](=[CH:14][CH:15]=[CH:16][CH:17]=3)[NH:12]/[C:11](=[C:19]3/[C:20]([CH2:25][CH2:26][CH3:27])=[N:21][NH:22][C:23]/3=[O:24])/[CH:10]=2)=[CH:4][CH:3]=1.[CH3:28][N:29]1[CH2:34][CH2:33][CH:32]([C:35](Cl)=[O:36])[CH2:31][CH2:30]1, predict the reaction product. The product is: [CH3:28][N:29]1[CH2:34][CH2:33][CH:32]([C:35]([NH:1][C:2]2[CH:3]=[CH:4][C:5]([S:8][C:9]3[C:18]4[C:13](=[CH:14][CH:15]=[CH:16][CH:17]=4)[NH:12]/[C:11](=[C:19]4/[C:20]([CH2:25][CH2:26][CH3:27])=[N:21][NH:22][C:23]/4=[O:24])/[CH:10]=3)=[CH:6][CH:7]=2)=[O:36])[CH2:31][CH2:30]1. (5) Given the reactants [CH3:1][C:2]([OH:6])([C:4]#[CH:5])[CH3:3].[Li]CCCC.[N+:12]([C:15]1[CH:22]=[CH:21][C:18]([CH:19]=[O:20])=[CH:17][CH:16]=1)([O-:14])=[O:13], predict the reaction product. The product is: [CH3:1][C:2]([OH:6])([CH3:3])[C:4]#[C:5][CH:19]([C:18]1[CH:17]=[CH:16][C:15]([N+:12]([O-:14])=[O:13])=[CH:22][CH:21]=1)[OH:20]. (6) Given the reactants [CH3:1][O:2][C:3](=[O:14])[CH2:4][O:5][C:6]1[CH:11]=[CH:10][C:9]([F:12])=[C:8]([NH2:13])[CH:7]=1.C([O:17][C:18](=O)[CH:19]([CH2:24][C:25]1[CH:30]=[CH:29][C:28]([C:31]#[N:32])=[CH:27][CH:26]=1)[C:20](=O)[CH2:21][CH3:22])C.O1CCOCC1, predict the reaction product. The product is: [CH3:1][O:2][C:3](=[O:14])[CH2:4][O:5][C:6]1[CH:11]=[CH:10][C:9]([F:12])=[C:8]2[C:7]=1[C:18]([OH:17])=[C:19]([CH2:24][C:25]1[CH:26]=[CH:27][C:28]([C:31]#[N:32])=[CH:29][CH:30]=1)[C:20]([CH2:21][CH3:22])=[N:13]2.